From a dataset of Merck oncology drug combination screen with 23,052 pairs across 39 cell lines. Regression. Given two drug SMILES strings and cell line genomic features, predict the synergy score measuring deviation from expected non-interaction effect. Drug 1: CN(C)C(=N)N=C(N)N. Drug 2: Cn1nnc2c(C(N)=O)ncn2c1=O. Cell line: SW620. Synergy scores: synergy=-0.724.